From a dataset of Full USPTO retrosynthesis dataset with 1.9M reactions from patents (1976-2016). Predict the reactants needed to synthesize the given product. (1) Given the product [CH3:41][O:42][CH2:43][CH2:44][C:45]([O:4][CH2:3][C@H:2]([C@H:5]1[O:9][N:8]=[C:7]([C:10]2[CH:11]=[CH:12][C:13]([C:16]3[CH:21]=[CH:20][C:19]([N:22]4[CH2:26][C@H:25]([CH2:27][N:28]5[CH:32]=[CH:31][N:30]=[N:29]5)[O:24][C:23]4=[O:33])=[CH:18][C:17]=3[F:34])=[CH:14][N:15]=2)[CH2:6]1)[OH:1])=[O:46], predict the reactants needed to synthesize it. The reactants are: [OH:1][C@@H:2]([C@H:5]1[O:9][N:8]=[C:7]([C:10]2[N:15]=[CH:14][C:13]([C:16]3[CH:21]=[CH:20][C:19]([N:22]4[CH2:26][C@H:25]([CH2:27][N:28]5[CH:32]=[CH:31][N:30]=[N:29]5)[O:24][C:23]4=[O:33])=[CH:18][C:17]=3[F:34])=[CH:12][CH:11]=2)[CH2:6]1)[CH2:3][OH:4].N1C=CC=CC=1.[CH3:41][O:42][CH2:43][CH2:44][C:45](O[C:45](=[O:46])[CH2:44][CH2:43][O:42][CH3:41])=[O:46]. (2) The reactants are: [CH3:1][C:2]([C:4]1[CH:9]=[CH:8][C:7]([Br:10])=[CH:6][CH:5]=1)=[O:3].B1(C)OC(C2C=CC=CC=2)(C2C=CC=CC=2)[C@H]2N1CCC2.CO. Given the product [Br:10][C:7]1[CH:8]=[CH:9][C:4]([C@H:2]([OH:3])[CH3:1])=[CH:5][CH:6]=1, predict the reactants needed to synthesize it. (3) The reactants are: [Br:1][C:2]1[CH:7]=[C:6](F)[CH:5]=[CH:4][C:3]=1[N+:9]([O-:11])=[O:10].[CH:12]12[NH:18][CH:15]([CH2:16][CH2:17]1)[CH2:14][CH2:13]2. Given the product [Br:1][C:2]1[CH:7]=[C:6]([N:18]2[CH:12]3[CH2:17][CH2:16][CH:15]2[CH2:14][CH2:13]3)[CH:5]=[CH:4][C:3]=1[N+:9]([O-:11])=[O:10], predict the reactants needed to synthesize it. (4) Given the product [C:22]([SiH2:21][O:20][C:19]([CH3:27])([CH3:26])[C:16]1[CH:17]=[CH:18][C:13]([C:8]2[C:7]([F:28])=[C:6]([F:29])[C:5]([C:3]([OH:4])=[O:2])=[C:10]([F:11])[C:9]=2[F:12])=[CH:14][CH:15]=1)([CH3:25])([CH3:23])[CH3:24], predict the reactants needed to synthesize it. The reactants are: C[O:2][C:3]([C:5]1[C:10]([F:11])=[C:9]([F:12])[C:8]([C:13]2[CH:18]=[CH:17][C:16]([C:19]([CH3:27])([CH3:26])[O:20][SiH2:21][C:22]([CH3:25])([CH3:24])[CH3:23])=[CH:15][CH:14]=2)=[C:7]([F:28])[C:6]=1[F:29])=[O:4].[OH-].[Na+]. (5) Given the product [CH3:1][C:2]1[N:6]([CH2:7][C:8]([F:11])([F:10])[F:9])[N:5]=[CH:4][C:3]=1[C:12]1[O:17][C:16]([C:18]2[CH:19]=[N:20][CH:21]=[CH:22][CH:23]=2)=[N:15][N:14]=1, predict the reactants needed to synthesize it. The reactants are: [CH3:1][C:2]1[N:6]([CH2:7][C:8]([F:11])([F:10])[F:9])[N:5]=[CH:4][C:3]=1[C:12]([NH:14][NH:15][C:16]([C:18]1[CH:19]=[N:20][CH:21]=[CH:22][CH:23]=1)=[O:17])=O. (6) Given the product [CH3:32][NH:33][C:7]([C:6]1[C:11]([NH:10][C:9]([C:12]2[N:13]([C:21]3[C:26]([Cl:27])=[CH:25][CH:24]=[CH:23][N:22]=3)[N:14]=[C:15]([C:17]([F:19])([F:18])[F:20])[CH:16]=2)=[O:8])=[C:2]([Cl:1])[C:3]2[C:4]([CH:5]=1)=[N:29][S:30][N:31]=2)=[O:28], predict the reactants needed to synthesize it. The reactants are: [Cl:1][C:2]1[C:3]2[C:4](=[N:29][S:30][N:31]=2)[CH:5]=[C:6]2[C:11]=1[N:10]=[C:9]([C:12]1[N:13]([C:21]3[C:26]([Cl:27])=[CH:25][CH:24]=[CH:23][N:22]=3)[N:14]=[C:15]([C:17]([F:20])([F:19])[F:18])[CH:16]=1)[O:8][C:7]2=[O:28].[CH3:32][NH2:33]. (7) Given the product [C:46]([N:30]([CH2:31][C:32]1[CH:37]=[C:36]([C:38]([F:39])([F:40])[F:41])[CH:35]=[C:34]([C:42]([F:43])([F:44])[F:45])[CH:33]=1)[CH:26]1[CH2:27][CH2:28][CH2:29][N:23]([C:21]([O:20][CH:17]([CH3:19])[CH3:18])=[O:22])[C:24]2[C:52]([O:12][C:13]([F:16])([F:15])[F:14])=[CH:51][CH:50]=[CH:49][C:25]1=2)(=[O:48])[CH3:47], predict the reactants needed to synthesize it. The reactants are: NC1C([O:12][C:13]([F:16])([F:15])[F:14])=CC=CC=1C(OC)=O.[CH:17]([O:20][C:21]([N:23]1[CH2:29][CH2:28][CH2:27][CH:26]([N:30]([C:46](=[O:48])[CH3:47])[CH2:31][C:32]2[CH:37]=[C:36]([C:38]([F:41])([F:40])[F:39])[CH:35]=[C:34]([C:42]([F:45])([F:44])[F:43])[CH:33]=2)[C:25]2[CH:49]=[CH:50][CH:51]=[CH:52][C:24]1=2)=[O:22])([CH3:19])[CH3:18].